From a dataset of Full USPTO retrosynthesis dataset with 1.9M reactions from patents (1976-2016). Predict the reactants needed to synthesize the given product. Given the product [Br:8][C:6]1[CH:5]=[CH:4][C:3]2[C:9]([CH3:10])([CH3:11])[O:12][C:18](=[O:19])[NH:1][C:2]=2[CH:7]=1, predict the reactants needed to synthesize it. The reactants are: [NH2:1][C:2]1[CH:7]=[C:6]([Br:8])[CH:5]=[CH:4][C:3]=1[C:9]([OH:12])([CH3:11])[CH3:10].C1N=CN([C:18](N2C=NC=C2)=[O:19])C=1.